This data is from CYP2D6 inhibition data for predicting drug metabolism from PubChem BioAssay. The task is: Regression/Classification. Given a drug SMILES string, predict its absorption, distribution, metabolism, or excretion properties. Task type varies by dataset: regression for continuous measurements (e.g., permeability, clearance, half-life) or binary classification for categorical outcomes (e.g., BBB penetration, CYP inhibition). Dataset: cyp2d6_veith. (1) The drug is COc1ccccc1-c1nc(NCc2cccs2)c2ccccc2n1. The result is 1 (inhibitor). (2) The drug is CCNCCC1(CC)C(=O)NC(=O)NC1=O. The result is 0 (non-inhibitor). (3) The molecule is CC1CCCC(C)N1C(=O)c1cc(-c2ccc(Cl)c(Cl)c2)on1. The result is 0 (non-inhibitor). (4) The molecule is Cc1sc(NC(=O)/C=C/c2ccc(C(C)C)cc2)c(C#N)c1C. The result is 0 (non-inhibitor). (5) The drug is Cc1ccc(C(=O)N(CN2CCCC2=O)c2ccccc2)cc1C. The result is 0 (non-inhibitor).